Dataset: Catalyst prediction with 721,799 reactions and 888 catalyst types from USPTO. Task: Predict which catalyst facilitates the given reaction. (1) Reactant: Cl.[CH2:2]([O:9][C:10](=[O:37])[NH:11][CH2:12][CH2:13][CH2:14][CH2:15][C@H:16]([NH:28][C:29]([CH:31]1[O:36][CH2:35][CH2:34][NH:33][CH2:32]1)=[O:30])[C:17]([C:19]1[S:20][C:21]2[CH:27]=[CH:26][CH:25]=[CH:24][C:22]=2[N:23]=1)=[O:18])[C:3]1[CH:8]=[CH:7][CH:6]=[CH:5][CH:4]=1.[C:38](Cl)(=[O:40])[CH3:39]. Product: [CH2:2]([O:9][C:10](=[O:37])[NH:11][CH2:12][CH2:13][CH2:14][CH2:15][C@H:16]([NH:28][C:29]([CH:31]1[O:36][CH2:35][CH2:34][N:33]([C:38](=[O:40])[CH3:39])[CH2:32]1)=[O:30])[C:17]([C:19]1[S:20][C:21]2[CH:27]=[CH:26][CH:25]=[CH:24][C:22]=2[N:23]=1)=[O:18])[C:3]1[CH:8]=[CH:7][CH:6]=[CH:5][CH:4]=1. The catalyst class is: 2. (2) Reactant: [CH3:1][O:2][C:3]1[CH:4]=[C:5]([CH:26]=[CH:27][C:28]=1[N:29]1[CH:33]=[N:32][C:31]([CH3:34])=[N:30]1)[C:6]([NH:8][N:9]1[CH2:14][CH2:13][CH2:12][CH:11]([C:15]2[CH:20]=[CH:19][CH:18]=[CH:17][C:16]=2[C:21]([F:24])([F:23])[F:22])[C:10]1=O)=O.P(Cl)(Cl)(Cl)=O.C([O-])(=O)C.[NH4+:44]. Product: [CH3:1][O:2][C:3]1[CH:4]=[C:5]([C:6]2[N:44]=[C:10]3[CH:11]([C:15]4[CH:20]=[CH:19][CH:18]=[CH:17][C:16]=4[C:21]([F:24])([F:22])[F:23])[CH2:12][CH2:13][CH2:14][N:9]3[N:8]=2)[CH:26]=[CH:27][C:28]=1[N:29]1[CH:33]=[N:32][C:31]([CH3:34])=[N:30]1. The catalyst class is: 342. (3) Reactant: [H-].[Na+].[CH2:3]([OH:10])[C:4]1[CH:9]=[CH:8][CH:7]=[CH:6][CH:5]=1.[O:11]1[C:13]2([CH2:22][CH2:21][C:16]3([O:20][CH2:19][CH2:18][O:17]3)[CH2:15][CH2:14]2)[CH2:12]1.CCOC(C)=O. Product: [CH2:3]([O:10][CH2:12][C:13]1([OH:11])[CH2:22][CH2:21][C:16]2([O:17][CH2:18][CH2:19][O:20]2)[CH2:15][CH2:14]1)[C:4]1[CH:9]=[CH:8][CH:7]=[CH:6][CH:5]=1. The catalyst class is: 3. (4) Reactant: [Br:1][C:2]1[CH:7]=[CH:6][C:5]([CH:8]([CH2:12][CH2:13][CH:14]2[CH2:18][CH2:17][CH2:16][N:15]2[CH3:19])[C:9]([OH:11])=[O:10])=[CH:4][CH:3]=1.[CH3:20]O. Product: [CH3:20][O:10][C:9](=[O:11])[CH:8]([C:5]1[CH:4]=[CH:3][C:2]([Br:1])=[CH:7][CH:6]=1)[CH2:12][CH2:13][CH:14]1[CH2:18][CH2:17][CH2:16][N:15]1[CH3:19]. The catalyst class is: 820. (5) Reactant: [Cl:1][C:2]1[CH:8]=[C:7]([OH:9])[C:6]([CH3:10])=[CH:5][C:3]=1[NH2:4].C(=O)([O-])[O-].[K+].[K+].[Cl:17][C:18]1([C:21]2[N:25]=[C:24](S(C3C=CC(C)=CC=3)(=O)=O)[S:23][N:22]=2)[CH2:20][CH2:19]1. Product: [Cl:1][C:2]1[CH:8]=[C:7]([O:9][C:24]2[S:23][N:22]=[C:21]([C:18]3([Cl:17])[CH2:20][CH2:19]3)[N:25]=2)[C:6]([CH3:10])=[CH:5][C:3]=1[NH2:4]. The catalyst class is: 10. (6) Reactant: Cl[CH2:2][C:3]([NH:5][C:6]1[CH:11]=[C:10]([C:12]2[NH:20][C:19]3[C:14](=[N:15][CH:16]=[C:17]([Cl:21])[CH:18]=3)[C:13]=2[C:22]2[CH:27]=[CH:26][C:25]([F:28])=[CH:24][N:23]=2)[CH:9]=[CH:8][N:7]=1)=[O:4].[O:29]1[CH2:34][CH2:33][N:32]([CH2:35][CH2:36][CH2:37][NH2:38])[CH2:31][CH2:30]1.C(O)(C(F)(F)F)=O. Product: [Cl:21][C:17]1[CH:18]=[C:19]2[NH:20][C:12]([C:10]3[CH:9]=[CH:8][N:7]=[C:6]([NH:5][C:3](=[O:4])[CH2:2][NH:38][CH2:37][CH2:36][CH2:35][N:32]4[CH2:33][CH2:34][O:29][CH2:30][CH2:31]4)[CH:11]=3)=[C:13]([C:22]3[CH:27]=[CH:26][C:25]([F:28])=[CH:24][N:23]=3)[C:14]2=[N:15][CH:16]=1. The catalyst class is: 192. (7) Reactant: [C:1]12([CH2:11][C:12]([NH:14][C:15]3[CH:24]=[CH:23][CH:22]=[C:21]4[C:16]=3[CH:17]=[CH:18][N:19]([CH2:26][C:27]3[CH:32]=[CH:31][CH:30]=[CH:29][CH:28]=3)[C:20]4=[O:25])=[O:13])[CH2:10][CH:5]3[CH2:6][CH:7]([CH2:9][CH:3]([CH2:4]3)[CH2:2]1)[CH2:8]2.C(Cl)Cl.CCOC(C)=O. Product: [C:1]12([CH2:11][C:12]([NH:14][C:15]3[CH:24]=[CH:23][CH:22]=[C:21]4[C:16]=3[CH2:17][CH2:18][N:19]([CH2:26][C:27]3[CH:32]=[CH:31][CH:30]=[CH:29][CH:28]=3)[C:20]4=[O:25])=[O:13])[CH2:10][CH:5]3[CH2:6][CH:7]([CH2:9][CH:3]([CH2:4]3)[CH2:2]1)[CH2:8]2. The catalyst class is: 29. (8) Reactant: [C:1]([C@H:4]1[O:12][C@H:11]2[C@H:7]([N:8]=[C:9]([N:13]([CH3:21])[C:14](=[O:20])[O:15][C:16]([CH3:19])([CH3:18])[CH3:17])[S:10]2)[C@H:6]([F:22])[C@@H:5]1[O:23][CH2:24][C:25]1[CH:30]=[CH:29][CH:28]=[CH:27][CH:26]=1)(=[O:3])[CH3:2].[Si]([C:35]([F:38])([F:37])[F:36])(C)(C)C.CCCC[N+](CCCC)(CCCC)CCCC.[F-]. Product: [CH2:24]([O:23][C@@H:5]1[C@@H:4]([C@:1]([OH:3])([CH3:2])[C:35]([F:38])([F:37])[F:36])[O:12][C@H:11]2[C@H:7]([N:8]=[C:9]([N:13]([CH3:21])[C:14](=[O:20])[O:15][C:16]([CH3:17])([CH3:18])[CH3:19])[S:10]2)[C@@H:6]1[F:22])[C:25]1[CH:26]=[CH:27][CH:28]=[CH:29][CH:30]=1. The catalyst class is: 220. (9) The catalyst class is: 387. Reactant: [C:1]([C:5]1[O:6][C:7]([C:21]2[CH:26]=[CH:25][C:24]([N:27]3[CH2:32][CH2:31][S:30](=[NH:34])(=[O:33])[CH2:29][CH2:28]3)=[CH:23][CH:22]=2)=[C:8]([C@@H:10]2[CH2:15][CH2:14][C@H:13]([F:16])[CH2:12][C@H:11]2[C:17]([O:19]C)=[O:18])[N:9]=1)([CH3:4])([CH3:3])[CH3:2].CO.[OH-].[Na+].Cl. Product: [C:1]([C:5]1[O:6][C:7]([C:21]2[CH:26]=[CH:25][C:24]([N:27]3[CH2:32][CH2:31][S:30](=[NH:34])(=[O:33])[CH2:29][CH2:28]3)=[CH:23][CH:22]=2)=[C:8]([C@@H:10]2[CH2:15][CH2:14][C@H:13]([F:16])[CH2:12][C@H:11]2[C:17]([OH:19])=[O:18])[N:9]=1)([CH3:4])([CH3:2])[CH3:3].